From a dataset of Forward reaction prediction with 1.9M reactions from USPTO patents (1976-2016). Predict the product of the given reaction. (1) The product is: [NH2:26][C:12]1[N:11]=[C:5]2[N:4]=[C:3]([O:2][CH3:1])[CH:8]=[C:7]([O:9][CH3:10])[N:6]2[N:14]=1. Given the reactants [CH3:1][O:2][C:3]1[CH:8]=[C:7]([O:9][CH3:10])[N:6]=[C:5]([NH:11][C:12]([NH:14]C(=O)OCC)=S)[N:4]=1.Cl.NO.C([N:26](C(C)C)CC)(C)C, predict the reaction product. (2) Given the reactants [C:16]1([CH3:21])[CH:17]=[CH:18][CH:19]=[CH:20][C:15]=1P([C:15]1[CH:20]=[CH:19][CH:18]=[CH:17][C:16]=1[CH3:21])[C:15]1[CH:20]=[CH:19][CH:18]=[CH:17][C:16]=1[CH3:21].Br[C:24]1[CH:25]=[C:26]2[C:38]3=[C:39]4[C:29](=[CH:30][C:31](Br)=[CH:32][C:33]4=[CH:34][CH:35]=[C:36]3[CH:37]=1)[CH:28]=[CH:27]2.[CH3:41][C:42]1[CH:47]=[CH:46][C:45]([CH3:48])=[CH:44][C:43]=1B(O)O.O.P([O-])([O-])([O-])=O.[K+].[K+].[K+].[C:61]1(C)C=CC=CC=1, predict the reaction product. The product is: [CH3:41][C:42]1[CH:47]=[CH:46][C:45]([CH3:48])=[CH:44][C:43]=1[C:37]1[C:36]2[C:38]3=[C:39]4[C:33](=[CH:34][CH:35]=2)[CH:32]=[CH:31][C:30]([C:20]2[CH:15]=[C:16]([CH3:21])[CH:17]=[CH:18][C:19]=2[CH3:61])=[C:29]4[CH:28]=[CH:27][C:26]3=[CH:25][CH:24]=1. (3) Given the reactants [C:1]([O:5][C:6]([N:8]1[CH2:16][C:15]2[C:10](=[CH:11][CH:12]=[C:13]([C:17]([NH2:19])=O)[CH:14]=2)[CH2:9]1)=[O:7])([CH3:4])([CH3:3])[CH3:2].C1(C)C=CC(S(Cl)(=O)=O)=CC=1, predict the reaction product. The product is: [C:1]([O:5][C:6]([N:8]1[CH2:16][C:15]2[C:10](=[CH:11][CH:12]=[C:13]([C:17]#[N:19])[CH:14]=2)[CH2:9]1)=[O:7])([CH3:4])([CH3:2])[CH3:3]. (4) Given the reactants Br[CH2:2][O:3][C:4]1[CH:9]=[CH:8][CH:7]=[CH:6][CH:5]=1.[B:10]1([B:10]2[O:14][C:13]([CH3:16])([CH3:15])[C:12]([CH3:18])([CH3:17])[O:11]2)[O:14][C:13]([CH3:16])([CH3:15])[C:12]([CH3:18])([CH3:17])[O:11]1.C([O-])(=O)C.[K+], predict the reaction product. The product is: [CH3:2][O:3][C:4]1[CH:9]=[C:8]([B:10]2[O:14][C:13]([CH3:16])([CH3:15])[C:12]([CH3:18])([CH3:17])[O:11]2)[CH:7]=[CH:6][CH:5]=1.